This data is from Reaction yield outcomes from USPTO patents with 853,638 reactions. The task is: Predict the reaction yield, written as a fraction of the theoretical maximum amount of product (1.0 means a 100% yield; for example, 0.34 means a 34% yield). (1) The reactants are [Br:1][C:2]1[CH:3]=[C:4]([CH:6]=[CH:7][CH:8]=1)[NH2:5].C[C:10]1[CH:11]=[CH:12][C:13](S(O)(=O)=O)=[CH:14][CH:15]=1. The catalyst is C(CC(=O)C)C(C)=O.CCOC(C)=O. The product is [Br:1][C:2]1[CH:3]=[C:4]([N:5]2[C:14]([CH3:13])=[CH:15][CH:10]=[C:11]2[CH3:12])[CH:6]=[CH:7][CH:8]=1. The yield is 0.960. (2) The reactants are [NH:1]1[CH2:5][CH2:4][CH2:3][CH2:2]1.[CH2:6]([N:13]1[CH2:18][CH2:17][N:16]([C:19]2[C:20]([CH3:33])=[C:21]([CH3:32])[C:22]3[O:26][C:25]([CH3:28])([CH3:27])[CH:24](O)[C:23]=3[C:30]=2[CH3:31])[CH2:15][CH2:14]1)[C:7]1[CH:12]=[CH:11][CH:10]=[CH:9][CH:8]=1.[ClH:34]. The catalyst is C(OCC)(=O)C. The product is [ClH:34].[ClH:34].[CH2:6]([N:13]1[CH2:18][CH2:17][N:16]([C:19]2[C:20]([CH3:33])=[C:21]([CH3:32])[C:22]3[O:26][C:25]([CH3:27])([CH3:28])[CH:24]([N:1]4[CH2:5][CH2:4][CH2:3][CH2:2]4)[C:23]=3[C:30]=2[CH3:31])[CH2:15][CH2:14]1)[C:7]1[CH:8]=[CH:9][CH:10]=[CH:11][CH:12]=1. The yield is 0.930.